Dataset: Full USPTO retrosynthesis dataset with 1.9M reactions from patents (1976-2016). Task: Predict the reactants needed to synthesize the given product. (1) The reactants are: [BH4-].[Na+].[CH3:3][C:4]1[C:9]([N+:10]([O-:12])=[O:11])=[CH:8][CH:7]=[CH:6][C:5]=1[C:13](=[O:20])[CH2:14][C:15]([O:17][CH2:18][CH3:19])=[O:16]. Given the product [CH3:3][C:4]1[C:9]([N+:10]([O-:12])=[O:11])=[CH:8][CH:7]=[CH:6][C:5]=1[CH:13]([OH:20])[CH2:14][C:15]([O:17][CH2:18][CH3:19])=[O:16], predict the reactants needed to synthesize it. (2) Given the product [CH3:33][C:28]1([C:27]2[CH:26]=[CH:25][C:20]([C:21]([O:23][CH3:24])=[O:22])=[CH:19][C:18]=2[NH:16][C:13]2[CH:14]=[CH:15][C:10](/[CH:9]=[CH:8]/[CH2:7][N:1]3[CH2:6][CH2:5][O:4][CH2:3][CH2:2]3)=[CH:11][CH:12]=2)[O:29][CH2:30][CH2:31][O:32]1, predict the reactants needed to synthesize it. The reactants are: [N:1]1([CH2:7]/[CH:8]=[CH:9]/[C:10]2[CH:15]=[CH:14][C:13]([NH2:16])=[CH:12][CH:11]=2)[CH2:6][CH2:5][O:4][CH2:3][CH2:2]1.Br[C:18]1[CH:19]=[C:20]([CH:25]=[CH:26][C:27]=1[C:28]1([CH3:33])[O:32][CH2:31][CH2:30][O:29]1)[C:21]([O:23][CH3:24])=[O:22]. (3) Given the product [Br:2][C:3]1[CH:4]=[C:5]2[C:10]([NH:11][C@H:12]3[C@@H:16]([CH2:17][F:18])[CH2:15][N:14]([S:31]([CH3:30])(=[O:33])=[O:32])[CH2:13]3)=[C:9]([C:19]([NH2:21])=[O:20])[CH:8]=[N:7][N:6]2[CH:22]=1, predict the reactants needed to synthesize it. The reactants are: I.[Br:2][C:3]1[CH:4]=[C:5]2[C:10]([NH:11][C@H:12]3[C@@H:16]([CH2:17][F:18])[CH2:15][NH:14][CH2:13]3)=[C:9]([C:19]([NH2:21])=[O:20])[CH:8]=[N:7][N:6]2[CH:22]=1.CCN(CC)CC.[CH3:30][S:31](Cl)(=[O:33])=[O:32].CCOC(C)=O. (4) Given the product [Cl:67][CH2:66][C@H:42]1[C:43]2[C:48](=[CH:47][C:46]([O:49][C@@H:50]3[O:55][C@H:54]([C:56]([OH:58])=[O:57])[C@@H:53]([OH:59])[C@H:52]([OH:60])[C@H:51]3[OH:61])=[C:45]3[S:62][CH:63]=[C:64]([CH3:65])[C:44]3=2)[N:40]([C:38](=[O:39])[CH2:37][CH2:36][CH2:35][C:34]([N:31]2[C:32]3[C:28](=[C:27]4[C:71]([CH3:74])=[CH:72][S:73][C:26]4=[C:25]([O:24][C:22](=[O:23])[N:21]([CH2:20][CH2:19][N:18]([C:16]([O:15][CH2:14][C:13]4[CH:12]=[CH:11][C:10]([NH:9][C:7](=[O:8])[C@H:6]([CH2:79][CH2:80][CH2:81][NH:82][C:83]([NH2:85])=[O:84])[NH:5][C:3](=[O:4])[C@H:2]([CH:86]([CH3:88])[CH3:87])[NH:1][C:116](=[O:117])[CH2:115][CH2:114][O:113][CH2:112][CH2:111][O:110][CH2:109][CH2:108][O:107][CH2:106][CH2:105][O:104][CH2:103][CH2:102][O:101][CH2:100][CH2:99][O:98][CH2:97][CH2:96][N:91]5[C:92](=[O:95])[CH:93]=[CH:94][C:90]5=[O:89])=[CH:78][CH:77]=4)=[O:17])[CH3:76])[CH3:75])[CH:33]=3)[C@H:29]([CH2:69][Cl:70])[CH2:30]2)=[O:68])[CH2:41]1, predict the reactants needed to synthesize it. The reactants are: [NH2:1][C@@H:2]([CH:86]([CH3:88])[CH3:87])[C:3]([NH:5][C@@H:6]([CH2:79][CH2:80][CH2:81][NH:82][C:83]([NH2:85])=[O:84])[C:7]([NH:9][C:10]1[CH:78]=[CH:77][C:13]([CH2:14][O:15][C:16]([N:18]([CH3:76])[CH2:19][CH2:20][N:21]([CH3:75])[C:22]([O:24][C:25]2[CH:33]=[C:32]3[C:28]([C@H:29]([CH2:69][Cl:70])[CH2:30][N:31]3[C:34](=[O:68])[CH2:35][CH2:36][CH2:37][C:38]([N:40]3[C:48]4[C:43](=[C:44]5[C:64]([CH3:65])=[CH:63][S:62][C:45]5=[C:46]([O:49][C@@H:50]5[O:55][C@H:54]([C:56]([OH:58])=[O:57])[C@@H:53]([OH:59])[C@H:52]([OH:60])[C@H:51]5[OH:61])[CH:47]=4)[C@H:42]([CH2:66][Cl:67])[CH2:41]3)=[O:39])=[C:27]3[C:71]([CH3:74])=[CH:72][S:73][C:26]=23)=[O:23])=[O:17])=[CH:12][CH:11]=1)=[O:8])=[O:4].[O:89]=[C:90]1[CH:94]=[CH:93][C:92](=[O:95])[N:91]1[CH2:96][CH2:97][O:98][CH2:99][CH2:100][O:101][CH2:102][CH2:103][O:104][CH2:105][CH2:106][O:107][CH2:108][CH2:109][O:110][CH2:111][CH2:112][O:113][CH2:114][CH2:115][C:116](OC1C(F)=C(F)C(F)=C(F)C=1F)=[O:117].CCN(C(C)C)C(C)C. (5) The reactants are: NC1C=CC(F)=CC=1C(NC)=O.[CH3:13][O:14][C:15]1[CH:16]=[C:17]([CH:27]=[CH:28][C:29]=1[N+:30]([O-])=O)[CH2:18][CH2:19][PH:20](=[O:26])[O:21][CH2:22][CH2:23][O:24][CH3:25]. Given the product [NH2:30][C:29]1[CH:28]=[CH:27][C:17]([CH2:18][CH2:19][PH:20](=[O:26])[O:21][CH2:22][CH2:23][O:24][CH3:25])=[CH:16][C:15]=1[O:14][CH3:13], predict the reactants needed to synthesize it. (6) Given the product [C:32]([O:36][C:37](=[O:69])[NH:38][C:39]1([C:43]2[CH:48]=[CH:47][C:46]([C:49]3[C:58](=[O:59])[C:57]4[C:52](=[CH:53][C:54]([C:23](=[O:24])[NH2:25])=[C:55]([O:60][CH3:61])[CH:56]=4)[O:51][C:50]=3[C:63]3[CH:68]=[CH:67][CH:66]=[CH:65][CH:64]=3)=[CH:45][CH:44]=2)[CH2:42][CH2:41][CH2:40]1)([CH3:35])([CH3:34])[CH3:33], predict the reactants needed to synthesize it. The reactants are: NC1(C2C=CC(C3C(=O)C4C(=CC([C:23]([NH2:25])=[O:24])=CC=4)OC=3C3C=CC=CC=3)=CC=2)CCC1.[C:32]([O:36][C:37](=[O:69])[NH:38][C:39]1([C:43]2[CH:48]=[CH:47][C:46]([C:49]3[C:58](=[O:59])[C:57]4[C:52](=[CH:53][C:54](Br)=[C:55]([O:60][CH3:61])[CH:56]=4)[O:51][C:50]=3[C:63]3[CH:68]=[CH:67][CH:66]=[CH:65][CH:64]=3)=[CH:45][CH:44]=2)[CH2:42][CH2:41][CH2:40]1)([CH3:35])([CH3:34])[CH3:33].